From a dataset of Reaction yield outcomes from USPTO patents with 853,638 reactions. Predict the reaction yield, written as a fraction of the theoretical maximum amount of product (1.0 means a 100% yield; for example, 0.34 means a 34% yield). (1) The yield is 0.270. The reactants are CC(C)([O-])C.[K+].[NH:7]1[C:11]2[CH:12]=[CH:13][CH:14]=[CH:15][C:10]=2[N:9]=[CH:8]1.Br[CH2:17][C:18]([NH:20][C:21]1[CH:26]=[CH:25][CH:24]=[C:23]([C:27]([F:30])([F:29])[F:28])[CH:22]=1)=[O:19]. The product is [N:7]1([CH2:17][C:18]([NH:20][C:21]2[CH:26]=[CH:25][CH:24]=[C:23]([C:27]([F:28])([F:29])[F:30])[CH:22]=2)=[O:19])[C:11]2[CH:12]=[CH:13][CH:14]=[CH:15][C:10]=2[N:9]=[CH:8]1. No catalyst specified. (2) The reactants are [F:1][C:2]1[C:7]([CH:8]=[N:9]O)=[CH:6][CH:5]=[CH:4][C:3]=1[C:11]1[N:15]([S:16]([C:19]2[CH:20]=[N:21][CH:22]=[CH:23][CH:24]=2)(=[O:18])=[O:17])[CH:14]=[C:13]([CH2:25][N:26]([CH3:34])[C:27](=[O:33])[O:28][C:29]([CH3:32])([CH3:31])[CH3:30])[CH:12]=1.C(N(CC)CC)C.CS(Cl)(=O)=O.O. The catalyst is O1CCCC1. The product is [C:8]([C:7]1[C:2]([F:1])=[C:3]([C:11]2[N:15]([S:16]([C:19]3[CH:20]=[N:21][CH:22]=[CH:23][CH:24]=3)(=[O:17])=[O:18])[CH:14]=[C:13]([CH2:25][N:26]([CH3:34])[C:27](=[O:33])[O:28][C:29]([CH3:31])([CH3:32])[CH3:30])[CH:12]=2)[CH:4]=[CH:5][CH:6]=1)#[N:9]. The yield is 0.730. (3) The reactants are [CH:1]1([CH2:4][N:5]2[C:10](=[O:11])[C:9]([CH2:12]OS(C)(=O)=O)=[CH:8][C:7]([C:18]3[CH:23]=[CH:22][C:21]([S:24]([CH3:27])(=[O:26])=[O:25])=[CH:20][CH:19]=3)=[N:6]2)[CH2:3][CH2:2]1.[CH3:28][N:29]1[CH2:34][CH2:33][NH:32][CH2:31][CH2:30]1. No catalyst specified. The product is [CH:1]1([CH2:4][N:5]2[C:10](=[O:11])[C:9]([CH2:12][N:32]3[CH2:33][CH2:34][N:29]([CH3:28])[CH2:30][CH2:31]3)=[CH:8][C:7]([C:18]3[CH:23]=[CH:22][C:21]([S:24]([CH3:27])(=[O:25])=[O:26])=[CH:20][CH:19]=3)=[N:6]2)[CH2:2][CH2:3]1. The yield is 0.809. (4) The product is [CH3:12][C:7]1([CH3:13])[CH2:6][C:5](=[O:14])[C:4]2[C:9](=[CH:10][CH:11]=[C:2]([B:15]([OH:19])[OH:16])[CH:3]=2)[O:8]1. The catalyst is CN(C)C=O.C([O-])(=O)C.[Pd+2].C([O-])(=O)C. The reactants are Br[C:2]1[CH:3]=[C:4]2[C:9](=[CH:10][CH:11]=1)[O:8][C:7]([CH3:13])([CH3:12])[CH2:6][C:5]2=[O:14].[B:15]1(B2OC(C)(C)C(C)(C)O2)[O:19]C(C)(C)C(C)(C)[O:16]1.C([O-])(=O)C.[K+].O. The yield is 0.840.